Dataset: Catalyst prediction with 721,799 reactions and 888 catalyst types from USPTO. Task: Predict which catalyst facilitates the given reaction. (1) Reactant: C[O:2][CH:3](OC)[C:4]1[CH:14]=[C:13]([CH3:15])[C:7]([CH2:8][NH:9][C:10](=[O:12])[CH3:11])=[C:6]([CH3:16])[CH:5]=1.FC(F)(F)C(O)=O.O. Product: [CH:3]([C:4]1[CH:14]=[C:13]([CH3:15])[C:7]([CH2:8][NH:9][C:10](=[O:12])[CH3:11])=[C:6]([CH3:16])[CH:5]=1)=[O:2]. The catalyst class is: 146. (2) Reactant: [F:1][C:2]([F:11])([F:10])[CH:3]([OH:9])[C:4]([O:6][CH2:7][CH3:8])=[O:5].Cl[C:13](Cl)([O:15]C(=O)OC(Cl)(Cl)Cl)Cl.C(N(CC)CC)C.[Cl:31][C:32]1[CH:37]=[CH:36][C:35]([CH:38]([C:47]2[CH:52]=[CH:51][C:50]([Cl:53])=[CH:49][CH:48]=2)[N:39]2[CH2:46][CH:45]3[CH:41]([CH2:42][NH:43][CH2:44]3)[CH2:40]2)=[CH:34][CH:33]=1. Product: [Cl:31][C:32]1[CH:33]=[CH:34][C:35]([CH:38]([C:47]2[CH:52]=[CH:51][C:50]([Cl:53])=[CH:49][CH:48]=2)[N:39]2[CH2:40][CH:41]3[CH2:42][N:43]([C:13]([O:9][CH:3]([C:2]([F:10])([F:11])[F:1])[C:4]([O:6][CH2:7][CH3:8])=[O:5])=[O:15])[CH2:44][CH:45]3[CH2:46]2)=[CH:36][CH:37]=1. The catalyst class is: 229. (3) Reactant: [CH3:1][O:2][C:3]1[CH:12]=[C:11]2[C:6]([CH:7]=[CH:8][C:9](=[O:13])[NH:10]2)=[N:5][CH:4]=1.[H-].[Na+].Br[CH2:17][CH:18]1[O:22][CH2:21][CH2:20][O:19]1.O. Product: [O:19]1[CH2:20][CH2:21][O:22][CH:18]1[CH2:17][N:10]1[C:11]2[C:6](=[N:5][CH:4]=[C:3]([O:2][CH3:1])[CH:12]=2)[CH:7]=[CH:8][C:9]1=[O:13]. The catalyst class is: 42. (4) The catalyst class is: 9. Product: [CH2:18]([O:1][C:2]1[C:11]2[C:6](=[CH:7][CH:8]=[CH:9][CH:10]=2)[C:5]([CH:12]=[O:13])=[C:4]([CH3:14])[CH:3]=1)[C:19]#[C:20][CH3:21]. Reactant: [OH:1][C:2]1[C:11]2[C:6](=[CH:7][CH:8]=[CH:9][CH:10]=2)[C:5]([CH:12]=[O:13])=[C:4]([CH3:14])[CH:3]=1.[H-].[Na+].Br[CH2:18][C:19]#[C:20][CH3:21]. (5) Reactant: [C:1]([O:5][C:6]([N:8]1[CH2:13][CH2:12][NH:11][CH2:10][CH2:9]1)=[O:7])([CH3:4])([CH3:3])[CH3:2].C(N(CC)CC)C.[Cl:21][CH2:22][CH2:23][CH2:24][S:25](Cl)(=[O:27])=[O:26]. Product: [C:1]([O:5][C:6]([N:8]1[CH2:13][CH2:12][N:11]([S:25]([CH2:24][CH2:23][CH2:22][Cl:21])(=[O:27])=[O:26])[CH2:10][CH2:9]1)=[O:7])([CH3:4])([CH3:2])[CH3:3]. The catalyst class is: 4.